This data is from Reaction yield outcomes from USPTO patents with 853,638 reactions. The task is: Predict the reaction yield, written as a fraction of the theoretical maximum amount of product (1.0 means a 100% yield; for example, 0.34 means a 34% yield). The reactants are [BH4-].[Na+].[Si]([O:10][C:11]1[CH:20]=[CH:19][C:14]2[C:15](=O)[CH2:16][O:17][C:13]=2[CH:12]=1)(C(C)(C)C)(C)C.CC(C)=O.Cl. The catalyst is CO.O. The product is [O:17]1[C:13]2[CH:12]=[C:11]([OH:10])[CH:20]=[CH:19][C:14]=2[CH:15]=[CH:16]1. The yield is 0.855.